From a dataset of Forward reaction prediction with 1.9M reactions from USPTO patents (1976-2016). Predict the product of the given reaction. (1) Given the reactants [F:1][C:2]1([F:34])[CH:7]([N:8]2[C:16](=[O:17])[NH:15][C:14]3[C:9]2=[N:10][C:11]([NH:18][C:19]2[C:20]([O:25]C)=[N:21][CH:22]=[CH:23][CH:24]=2)=[N:12][CH:13]=3)[CH2:6][CH2:5][N:4](C(OC(C)(C)C)=O)[CH2:3]1, predict the reaction product. The product is: [F:34][C:2]1([F:1])[CH:7]([N:8]2[C:16](=[O:17])[NH:15][C:14]3[C:9]2=[N:10][C:11]([NH:18][C:19]2[C:20](=[O:25])[NH:21][CH:22]=[CH:23][CH:24]=2)=[N:12][CH:13]=3)[CH2:6][CH2:5][NH:4][CH2:3]1. (2) Given the reactants COC1C=CC([C@H](N[C@H]2C3N=CC=CC=3CCC2)C)=CC=1.[CH3:22][N:23]([C@H:34]([C:36]1[CH:41]=[CH:40][C:39]([O:42][CH3:43])=[CH:38][CH:37]=1)[CH3:35])[C@@H:24]1[C:33]2[N:32]=[CH:31][CH:30]=[CH:29][C:28]=2[CH2:27][CH2:26][CH2:25]1, predict the reaction product. The product is: [CH3:22][N:23]([C@@H:34]([C:36]1[CH:41]=[CH:40][C:39]([O:42][CH3:43])=[CH:38][CH:37]=1)[CH3:35])[C@H:24]1[C:33]2[N:32]=[CH:31][CH:30]=[CH:29][C:28]=2[CH2:27][CH2:26][CH2:25]1. (3) Given the reactants C([O:9][CH2:10][C@@H:11]1[C:15]([O:17]C(=O)C)([CH3:16])[C@:14]([F:22])([CH3:21])[CH:13]([N:23]2[CH:31]=[N:30][C:29]3[C:24]2=[N:25][CH:26]=[N:27][C:28]=3[NH:32][CH:33]2[CH2:39][CH2:38][CH2:37][CH2:36][CH2:35][CH2:34]2)[O:12]1)(=O)C1C=CC=CC=1, predict the reaction product. The product is: [CH:33]1([NH:32][C:28]2[N:27]=[CH:26][N:25]=[C:24]3[C:29]=2[N:30]=[CH:31][N:23]3[CH:13]2[O:12][C@H:11]([CH2:10][OH:9])[C:15]([CH3:16])([OH:17])[C@:14]2([F:22])[CH3:21])[CH2:34][CH2:35][CH2:36][CH2:37][CH2:38][CH2:39]1. (4) The product is: [Cl:1][C:2]1[CH:11]=[C:10]2[C:5](=[N:4][C:3]=1[O:13][CH2:14][CH2:15][CH2:16][CH2:17][N:33]1[CH2:32][CH2:31][N:30]([C:20]3[C:29]4[C:24](=[CH:25][CH:26]=[CH:27][CH:28]=4)[CH:23]=[CH:22][CH:21]=3)[CH2:35][CH2:34]1)[NH:6][C:7](=[O:12])[CH2:8][CH2:9]2. Given the reactants [Cl:1][C:2]1[C:3]([O:13][CH2:14][CH2:15][CH2:16][CH:17]=O)=[N:4][C:5]2[NH:6][C:7](=[O:12])[CH2:8][CH2:9][C:10]=2[CH:11]=1.Cl.[C:20]1([N:30]2[CH2:35][CH2:34][NH:33][CH2:32][CH2:31]2)[C:29]2[C:24](=[CH:25][CH:26]=[CH:27][CH:28]=2)[CH:23]=[CH:22][CH:21]=1.CCN(CC)CC.[BH-](OC(C)=O)(OC(C)=O)OC(C)=O.[Na+], predict the reaction product. (5) Given the reactants [CH3:1][O:2][C:3]([C:5]1[CH:14]=[C:13]([OH:15])[C:12]2[C:7](=[C:8]([O:17][CH2:18]C3C=CC=CC=3)[CH:9]=[C:10](Br)[CH:11]=2)[N:6]=1)=[O:4].C1(P(C2C=CC=CC=2)C2C=CC=CC=2)C=CC=CC=1.[C:44]1([C:50]#[CH:51])[CH:49]=[CH:48][CH:47]=[CH:46][CH:45]=1.C(N(CC)CC)C, predict the reaction product. The product is: [CH3:1][O:2][C:3]([C:5]1[CH:14]=[C:13]([OH:15])[C:12]2[C:7](=[C:8]([O:17][CH3:18])[CH:9]=[C:10]([C:51]#[C:50][C:44]3[CH:49]=[CH:48][CH:47]=[CH:46][CH:45]=3)[CH:11]=2)[N:6]=1)=[O:4]. (6) Given the reactants [CH3:1][N:2]1[CH2:27][CH2:26][C:5]2[N:6]([C:14]#[C:15][C:16]3[CH:25]=[CH:24][C:23]4[C:18](=[CH:19][CH:20]=[CH:21][CH:22]=4)[CH:17]=3)[C:7]3[CH:8]=[CH:9][C:10]([CH3:13])=[CH:11][C:12]=3[C:4]=2[CH2:3]1.C([O-])=O.[NH4+], predict the reaction product. The product is: [CH3:1][N:2]1[CH2:27][CH2:26][C:5]2[N:6]([CH2:14][CH2:15][C:16]3[CH:25]=[CH:24][C:23]4[CH2:22][CH2:21][CH2:20][CH2:19][C:18]=4[CH:17]=3)[C:7]3[CH:8]=[CH:9][C:10]([CH3:13])=[CH:11][C:12]=3[C:4]=2[CH2:3]1. (7) Given the reactants [NH2:1][C:2]1[C:3]([C:8]([O:10][CH2:11][CH3:12])=[O:9])=[N:4][CH:5]=[CH:6][CH:7]=1.S(=O)(=O)(O)O.[Br:18]Br, predict the reaction product. The product is: [CH2:11]([O:10][C:8]([C:3]1[C:2]([NH2:1])=[CH:7][CH:6]=[C:5]([Br:18])[N:4]=1)=[O:9])[CH3:12].